From a dataset of Forward reaction prediction with 1.9M reactions from USPTO patents (1976-2016). Predict the product of the given reaction. Given the reactants [CH3:1][O:2][CH2:3][CH2:4][O:5][C:6]1[CH:11]=[CH:10][C:9]([N+:12]([O-])=O)=[CH:8][C:7]=1[N:15]([CH3:23])[C:16](=[O:22])[O:17][C:18]([CH3:21])([CH3:20])[CH3:19].[NH4+].[Cl-], predict the reaction product. The product is: [NH2:12][C:9]1[CH:10]=[CH:11][C:6]([O:5][CH2:4][CH2:3][O:2][CH3:1])=[C:7]([N:15]([CH3:23])[C:16](=[O:22])[O:17][C:18]([CH3:21])([CH3:20])[CH3:19])[CH:8]=1.